This data is from Full USPTO retrosynthesis dataset with 1.9M reactions from patents (1976-2016). The task is: Predict the reactants needed to synthesize the given product. (1) Given the product [F:1][C:2]1[CH:7]=[CH:6][C:5]([C:8]2[CH:13]=[CH:12][C:11]([O:14][CH2:15][CH2:16][C:17]3([OH:20])[CH2:18][CH2:19]3)=[CH:10][C:9]=2[C:21]([F:22])([F:24])[F:23])=[CH:4][C:3]=1[CH2:25][O:26][C:27]1[N:32]=[CH:31][C:30]2[C@@H:33]3[C@@H:36]([C:37]([OH:39])=[O:38])[C@@H:34]3[CH2:35][C:29]=2[CH:28]=1, predict the reactants needed to synthesize it. The reactants are: [F:1][C:2]1[CH:7]=[CH:6][C:5]([C:8]2[CH:13]=[CH:12][C:11]([O:14][CH2:15][CH2:16][C:17]3([OH:20])[CH2:19][CH2:18]3)=[CH:10][C:9]=2[C:21]([F:24])([F:23])[F:22])=[CH:4][C:3]=1[CH2:25][O:26][C:27]1[N:32]=[CH:31][C:30]2[C@@H:33]3[C@@H:36]([C:37]([O:39]CC)=[O:38])[C@@H:34]3[CH2:35][C:29]=2[CH:28]=1.[Li+].[OH-].Cl. (2) Given the product [N:1]1[N:2]([C:10]2[CH:15]=[C:14]([C:16]([CH3:23])([CH3:22])[CH2:17][C:18]([CH3:21])([CH3:20])[CH3:19])[CH:13]=[C:12]([CH2:11][Cl:27])[C:25]=2[OH:26])[N:3]=[C:4]2[CH:9]=[CH:8][CH:7]=[CH:6][C:5]=12, predict the reactants needed to synthesize it. The reactants are: [N:1]1[N:2]([C:10]2[CH:15]=[C:14]([C:16]([CH3:23])([CH3:22])[CH2:17][C:18]([CH3:21])([CH3:20])[CH3:19])[CH:13]=[CH:12][C:11]=2O)[N:3]=[C:4]2[CH:9]=[CH:8][CH:7]=[CH:6][C:5]=12.[CH2:25]=[O:26].[ClH:27]. (3) The reactants are: [CH3:1][O:2][C:3]1[CH:4]=[C:5]([CH:27]=[CH:28][C:29]=1[O:30][CH2:31][C:32]1[N:33]=[C:34]([C:38]2[CH:43]=[CH:42][CH:41]=[CH:40][CH:39]=2)[O:35][C:36]=1[CH3:37])[CH2:6][N:7]1[C:19]2[CH:18]=[CH:17][CH:16]=[C:15]([O:20][C:21]([CH3:26])([CH3:25])[C:22]([OH:24])=[O:23])[C:14]=2[C:13]2[C:8]1=[CH:9][CH:10]=[CH:11][CH:12]=2.[OH-].[Na+:45]. Given the product [CH3:1][O:2][C:3]1[CH:4]=[C:5]([CH:27]=[CH:28][C:29]=1[O:30][CH2:31][C:32]1[N:33]=[C:34]([C:38]2[CH:43]=[CH:42][CH:41]=[CH:40][CH:39]=2)[O:35][C:36]=1[CH3:37])[CH2:6][N:7]1[C:19]2[CH:18]=[CH:17][CH:16]=[C:15]([O:20][C:21]([CH3:26])([CH3:25])[C:22]([O-:24])=[O:23])[C:14]=2[C:13]2[C:8]1=[CH:9][CH:10]=[CH:11][CH:12]=2.[Na+:45], predict the reactants needed to synthesize it. (4) Given the product [ClH:44].[NH2:36][C@@H:8]([C:9](=[O:35])[N:10]1[C:18]2[C:13](=[CH:14][C:15]([O:19][CH2:20][C:21]3[CH:26]=[C:25]([C:27]([F:30])([F:29])[F:28])[CH:24]=[C:23]([C:31]([F:32])([F:33])[F:34])[CH:22]=3)=[CH:16][CH:17]=2)[CH2:12][CH2:11]1)[CH2:7][C:6]([OH:43])=[O:5], predict the reactants needed to synthesize it. The reactants are: C([O:5][C:6](=[O:43])[CH2:7][C@@H:8]([NH:36]C(C(C)(C)C)=O)[C:9](=[O:35])[N:10]1[C:18]2[C:13](=[CH:14][C:15]([O:19][CH2:20][C:21]3[CH:26]=[C:25]([C:27]([F:30])([F:29])[F:28])[CH:24]=[C:23]([C:31]([F:34])([F:33])[F:32])[CH:22]=3)=[CH:16][CH:17]=2)[CH2:12][CH2:11]1)(C)(C)C.[ClH:44].O1CCOCC1. (5) Given the product [N:14]1([CH:2]([C:7]2[CH:12]=[CH:11][C:10]([CH3:13])=[CH:9][CH:8]=2)[C:3]([O:5][CH3:6])=[O:4])[CH2:19][CH2:18][CH2:17][CH2:16][CH2:15]1, predict the reactants needed to synthesize it. The reactants are: Br[CH:2]([C:7]1[CH:12]=[CH:11][C:10]([CH3:13])=[CH:9][CH:8]=1)[C:3]([O:5][CH3:6])=[O:4].[NH:14]1[CH2:19][CH2:18][CH2:17][CH2:16][CH2:15]1. (6) Given the product [NH2:25][C:23]1[C:22]2[C:17](=[CH:18][C:19]([O:28][CH3:29])=[C:20]([O:26][CH3:27])[CH:21]=2)[N:16]=[C:15]([N:11]2[CH2:10][CH2:9][N:8]([C:6]([C:1]3[CH2:5][CH2:4][CH2:3][CH:2]=3)=[O:7])[CH2:13][CH2:12]2)[N:24]=1, predict the reactants needed to synthesize it. The reactants are: [C:1]1([C:6]([N:8]2[CH2:13][CH2:12][NH:11][CH2:10][CH2:9]2)=[O:7])[CH2:5][CH2:4][CH2:3][CH:2]=1.Cl[C:15]1[N:24]=[C:23]([NH2:25])[C:22]2[C:17](=[CH:18][C:19]([O:28][CH3:29])=[C:20]([O:26][CH3:27])[CH:21]=2)[N:16]=1. (7) Given the product [Br:8][C:15]1[CH:16]=[CH:17][N:13]([Si:12]([CH:9]([CH3:11])[CH3:10])([CH:18]([CH3:20])[CH3:19])[CH:21]([CH3:23])[CH3:22])[CH:14]=1, predict the reactants needed to synthesize it. The reactants are: C1C(=O)N([Br:8])C(=O)C1.[CH:9]([Si:12]([CH:21]([CH3:23])[CH3:22])([CH:18]([CH3:20])[CH3:19])[N:13]1[CH:17]=[CH:16][CH:15]=[CH:14]1)([CH3:11])[CH3:10].N1C=CC=CC=1.CCCCCC. (8) Given the product [Cl:43][C:44]1[CH:45]=[CH:46][C:47]([N:50]([C@H:54]2[C:63]3[C:58](=[CH:59][C:60]([N:64]([CH2:65][CH3:66])[CH2:69][CH3:68])=[CH:61][CH:62]=3)[N:57]([C:70](=[O:80])[C:71]3[CH:72]=[CH:73][C:74]([N:77]([CH3:78])[CH3:79])=[CH:75][CH:76]=3)[C@@H:56]([CH3:81])[CH2:55]2)[C:51](=[O:53])[CH3:52])=[CH:48][CH:49]=1, predict the reactants needed to synthesize it. The reactants are: C(N(CC)C1C=C2C([C@H](N(C3C=CC(N(CC)CC)=CC=3)C(=O)C)C[C@H](C)N2C(=O)C2C=CC(N(C)C)=CC=2)=CC=1)C.[Cl:43][C:44]1[CH:49]=[CH:48][C:47]([N:50]([C@H:54]2[C:63]3[C:58](=[CH:59][C:60]([N:64]4[CH2:69][CH2:68]O[CH2:66][CH2:65]4)=[CH:61][CH:62]=3)[N:57]([C:70](=[O:80])[C:71]3[CH:76]=[CH:75][C:74]([N:77]([CH3:79])[CH3:78])=[CH:73][CH:72]=3)[C@@H:56]([CH3:81])[CH2:55]2)[C:51](=[O:53])[CH3:52])=[CH:46][CH:45]=1.C(NCC)C.N1CCOCC1.